Dataset: Catalyst prediction with 721,799 reactions and 888 catalyst types from USPTO. Task: Predict which catalyst facilitates the given reaction. (1) Reactant: [CH2:1]([C@@:5]1([CH2:28][CH3:29])[NH:11][C@H:10]([C:12]2[CH:17]=[CH:16][CH:15]=[CH:14][CH:13]=2)[C:9]2[CH:18]=[C:19]([O:24][CH3:25])[C:20]([CH:22]=O)=[CH:21][C:8]=2[S:7](=[O:27])(=[O:26])[CH2:6]1)[CH2:2][CH2:3][CH3:4].[CH3:30][C:31]([C:34]([O:36][CH3:37])=[O:35])([CH3:33])[NH2:32].C(O)(=O)C.C(=O)([O-])[O-].[Na+].[Na+]. Product: [CH2:1]([C@@:5]1([CH2:28][CH3:29])[NH:11][C@H:10]([C:12]2[CH:17]=[CH:16][CH:15]=[CH:14][CH:13]=2)[C:9]2[CH:18]=[C:19]([O:24][CH3:25])[C:20]([CH2:22][NH:32][C:31]([CH3:33])([C:34]([O:36][CH3:37])=[O:35])[CH3:30])=[CH:21][C:8]=2[S:7](=[O:26])(=[O:27])[CH2:6]1)[CH2:2][CH2:3][CH3:4]. The catalyst class is: 26. (2) Reactant: Cl[C:2](OC(Cl)(Cl)Cl)=[O:3].[Cl:9][C:10]1[CH:15]=[C:14]([C:16]([F:19])([F:18])[F:17])[CH:13]=[C:12]([F:20])[C:11]=1[O:21][C:22]1[CH:26]=[C:25]([CH3:27])[NH:24][N:23]=1.[CH2:28]([NH2:34])[CH:29]1[O:33][CH2:32][CH2:31][CH2:30]1.C(N(CC)CC)C. Product: [CH2:28]([NH:34][C:2]([N:24]1[C:25]([CH3:27])=[CH:26][C:22]([O:21][C:11]2[C:12]([F:20])=[CH:13][C:14]([C:16]([F:19])([F:17])[F:18])=[CH:15][C:10]=2[Cl:9])=[N:23]1)=[O:3])[CH:29]1[O:33][CH2:32][CH2:31][CH2:30]1. The catalyst class is: 22. (3) Reactant: [C:1]1([C:7]2[CH:14]=[CH:13][CH:12]=[C:9]([CH:10]=O)[C:8]=2[OH:15])[CH:6]=[CH:5][CH:4]=[CH:3][CH:2]=1.[I:16][C:17]1[CH:23]=[CH:22][C:20]([NH2:21])=[CH:19][CH:18]=1.C1(C)C=CC(S(O)(=O)=O)=CC=1.C(=O)([O-])O.[Na+]. Product: [C:1]1([C:7]2[CH:14]=[CH:13][CH:12]=[C:9]([CH:10]=[N:21][C:20]3[CH:22]=[CH:23][C:17]([I:16])=[CH:18][CH:19]=3)[C:8]=2[OH:15])[CH:6]=[CH:5][CH:4]=[CH:3][CH:2]=1. The catalyst class is: 11. (4) Reactant: [CH2:1]([N:8]1[C:17]2[C:12](=[C:13]([N:19]3[CH2:24][CH2:23][NH:22][CH2:21][CH2:20]3)[CH:14]=[C:15]([Cl:18])[CH:16]=2)[C:11](=[O:25])[N:10]([CH2:26][C:27]2[CH:32]=[CH:31][CH:30]=[CH:29][C:28]=2[N+:33]([O-])=O)[C:9]1=[O:36])[C:2]1[CH:7]=[CH:6][CH:5]=[CH:4][CH:3]=1.C. Product: [NH2:33][C:28]1[CH:29]=[CH:30][CH:31]=[CH:32][C:27]=1[CH2:26][N:10]1[C:11](=[O:25])[C:12]2[C:17](=[CH:16][C:15]([Cl:18])=[CH:14][C:13]=2[N:19]2[CH2:20][CH2:21][NH:22][CH2:23][CH2:24]2)[N:8]([CH2:1][C:2]2[CH:7]=[CH:6][CH:5]=[CH:4][CH:3]=2)[C:9]1=[O:36]. The catalyst class is: 29. (5) Reactant: Br[C:2]1[CH:7]=[CH:6][C:5]([S:8]([NH:11][CH2:12][CH3:13])(=[O:10])=[O:9])=[CH:4][CH:3]=1.[C:14]([O-])(=O)[CH3:15].[K+].B1(B2O[C:31]([CH3:34])(C)[C:30]([CH3:36])([CH3:35])O2)O[C:31](C)([CH3:34])[C:30]([CH3:36])([CH3:35])O1.CN(C=O)C.[C:42]([O:45][CH2:46][CH3:47])(=[O:44])C. Product: [CH:30]1(/[CH:31]=[C:34](\[C:2]2[CH:7]=[CH:6][C:5]([S:8]([NH:11][CH2:12][CH3:13])(=[O:10])=[O:9])=[CH:4][CH:3]=2)/[C:42]([O:45][CH2:46][CH3:47])=[O:44])[CH2:35][CH2:15][CH2:14][CH2:36]1. The catalyst class is: 6. (6) Reactant: [F:1][C:2]([F:12])([F:11])[C:3]1[CH:4]=[C:5]([CH:8]=[CH:9][CH:10]=1)[C:6]#[N:7].Cl.[NH2:14][OH:15].CCN(CC)CC. Product: [OH:15]/[N:14]=[C:6](\[NH2:7])/[C:5]1[CH:8]=[CH:9][CH:10]=[C:3]([C:2]([F:1])([F:11])[F:12])[CH:4]=1. The catalyst class is: 351. (7) Reactant: Br[CH2:2][C:3]([C:5]1[CH:6]=[C:7]([C:23]([NH:25][CH2:26][C:27]2[CH:32]=[CH:31][C:30]([S:33]([CH3:36])(=[O:35])=[O:34])=[CH:29][CH:28]=2)=[O:24])[C:8](=[O:22])[N:9]([C:12]2[CH:17]=[CH:16][CH:15]=[C:14]([C:18]([F:21])([F:20])[F:19])[CH:13]=2)[C:10]=1[CH3:11])=O.[CH:37]([NH2:39])=[O:38].C1(C)C(C)=CC=CC=1.OS(O)(=O)=O. Product: [CH3:11][C:10]1[N:9]([C:12]2[CH:17]=[CH:16][CH:15]=[C:14]([C:18]([F:20])([F:21])[F:19])[CH:13]=2)[C:8](=[O:22])[C:7]([C:23]([NH:25][CH2:26][C:27]2[CH:28]=[CH:29][C:30]([S:33]([CH3:36])(=[O:35])=[O:34])=[CH:31][CH:32]=2)=[O:24])=[CH:6][C:5]=1[C:3]1[N:39]=[CH:37][O:38][CH:2]=1. The catalyst class is: 578.